Task: Binary Classification. Given a drug SMILES string, predict its activity (active/inactive) in a high-throughput screening assay against a specified biological target.. Dataset: HIV replication inhibition screening data with 41,000+ compounds from the AIDS Antiviral Screen (1) The compound is COc1cc2c(c(OC)c1OC)-c1ccc(OC)c(=O)cc1C(NC(=O)c1ccc(N=[N+]=[N-])cc1)CC2. The result is 0 (inactive). (2) The molecule is Cc1ccc(N(C(=O)CC(=O)NN)C(=O)c2ccccc2Cl)cc1. The result is 0 (inactive). (3) The drug is OC1(c2cccc3ccccc23)CCCc2cc3c(ccc4ccccc43)cc21. The result is 0 (inactive). (4) The result is 0 (inactive). The drug is COc1ccc(C(=NO)c2ccccc2-c2nc3ccccc3c(=O)n2-c2ccc(S(=O)(=O)Nc3nccs3)cc2)cc1C. (5) The drug is CC(C)C1CNC(=O)C2(C=NC(C(C)C)CNC(=O)C3(C=N1)CCCO3)CCCO2. The result is 0 (inactive).